This data is from NCI-60 drug combinations with 297,098 pairs across 59 cell lines. The task is: Regression. Given two drug SMILES strings and cell line genomic features, predict the synergy score measuring deviation from expected non-interaction effect. (1) Drug 1: CC1CCC2CC(C(=CC=CC=CC(CC(C(=O)C(C(C(=CC(C(=O)CC(OC(=O)C3CCCCN3C(=O)C(=O)C1(O2)O)C(C)CC4CCC(C(C4)OC)O)C)C)O)OC)C)C)C)OC. Drug 2: B(C(CC(C)C)NC(=O)C(CC1=CC=CC=C1)NC(=O)C2=NC=CN=C2)(O)O. Cell line: MOLT-4. Synergy scores: CSS=89.5, Synergy_ZIP=1.70, Synergy_Bliss=1.41, Synergy_Loewe=-0.253, Synergy_HSA=1.06. (2) Cell line: SNB-75. Drug 1: CC1C(C(CC(O1)OC2CC(CC3=C2C(=C4C(=C3O)C(=O)C5=C(C4=O)C(=CC=C5)OC)O)(C(=O)C)O)N)O.Cl. Drug 2: C1CCC(C(C1)N)N.C(=O)(C(=O)[O-])[O-].[Pt+4]. Synergy scores: CSS=4.14, Synergy_ZIP=-3.28, Synergy_Bliss=-6.12, Synergy_Loewe=-7.01, Synergy_HSA=-5.80. (3) Drug 1: CC(C1=C(C=CC(=C1Cl)F)Cl)OC2=C(N=CC(=C2)C3=CN(N=C3)C4CCNCC4)N. Drug 2: CCN(CC)CCCC(C)NC1=C2C=C(C=CC2=NC3=C1C=CC(=C3)Cl)OC. Cell line: SW-620. Synergy scores: CSS=50.5, Synergy_ZIP=3.65, Synergy_Bliss=7.36, Synergy_Loewe=6.79, Synergy_HSA=6.88. (4) Drug 1: CC1=C(C=C(C=C1)C(=O)NC2=CC(=CC(=C2)C(F)(F)F)N3C=C(N=C3)C)NC4=NC=CC(=N4)C5=CN=CC=C5. Synergy scores: CSS=42.0, Synergy_ZIP=0.624, Synergy_Bliss=4.46, Synergy_Loewe=-14.6, Synergy_HSA=4.67. Cell line: MALME-3M. Drug 2: CC1C(C(CC(O1)OC2CC(CC3=C2C(=C4C(=C3O)C(=O)C5=C(C4=O)C(=CC=C5)OC)O)(C(=O)CO)O)N)O.Cl. (5) Drug 1: C1CN1C2=NC(=NC(=N2)N3CC3)N4CC4. Drug 2: CC(C)CN1C=NC2=C1C3=CC=CC=C3N=C2N. Cell line: DU-145. Synergy scores: CSS=51.5, Synergy_ZIP=2.24, Synergy_Bliss=1.47, Synergy_Loewe=0.332, Synergy_HSA=1.42.